Dataset: Catalyst prediction with 721,799 reactions and 888 catalyst types from USPTO. Task: Predict which catalyst facilitates the given reaction. (1) Reactant: Cl.Cl.[NH2:3][CH2:4][C@@:5]1([OH:13])[CH:10]2[CH2:11][CH2:12][N:7]([CH2:8][CH2:9]2)[CH2:6]1.[CH3:14][C:15]1[N:16]=[CH:17][N:18]([C:20]2[N:25]=[CH:24][N:23]=[C:22]([N:26]=[C:27](SC)SC)[CH:21]=2)[CH:19]=1.C(=O)([O-])[O-:33].[Cs+].[Cs+]. Product: [CH3:5][OH:13].[NH4+:3].[OH-:33].[CH3:14][C:15]1[N:16]=[CH:17][N:18]([C:20]2[N:25]=[CH:24][N:23]=[C:22]([NH:26][C:27]3[O:13][C@:5]4([CH2:4][N:3]=3)[CH:10]3[CH2:9][CH2:8][N:7]([CH2:12][CH2:11]3)[CH2:6]4)[CH:21]=2)[CH:19]=1. The catalyst class is: 479. (2) Reactant: C1C=CC(P(C2C=CC=CC=2)C2C=CC=CC=2)=CC=1.[Br:20]Br.BrBr.C1C=CC(P(C2C=CC=CC=2)C2C=CC=CC=2)=CC=1.[CH3:43][C:44]1[CH:53]=[C:52](O)[C:51]2[C:46](=[CH:47][CH:48]=[CH:49][CH:50]=2)[N:45]=1. Product: [Br:20][C:52]1[C:51]2[C:46](=[CH:47][CH:48]=[CH:49][CH:50]=2)[N:45]=[C:44]([CH3:43])[CH:53]=1. The catalyst class is: 759. (3) Reactant: [Cl:1][C:2]1[CH:3]=[C:4]([CH:7]=[CH:8][C:9]=1[OH:10])[CH:5]=[O:6].[CH:11]1[CH:16]=[CH:15][C:14]([CH2:17]Br)=[CH:13][CH:12]=1.C([O-])([O-])=O.[K+].[K+].O. Product: [CH2:17]([O:10][C:9]1[CH:8]=[CH:7][C:4]([CH:5]=[O:6])=[CH:3][C:2]=1[Cl:1])[C:14]1[CH:15]=[CH:16][CH:11]=[CH:12][CH:13]=1. The catalyst class is: 23. (4) Reactant: [NH2:1][C:2]1[S:3][CH:4]=[C:5]2[C:10]=1[C:9](=[O:11])[N:8]([C:12]1[CH:17]=[CH:16][C:15]([O:18][CH3:19])=[CH:14][CH:13]=1)[N:7]=[C:6]2[C:20]([OH:22])=O.F[P-](F)(F)(F)(F)F.N1(O[P+](N(C)C)(N(C)C)N(C)C)C2C=CC=CC=2N=N1.[Cl-].[F:51][CH2:52][CH2:53][NH3+:54].CCN(C(C)C)C(C)C. Product: [NH2:1][C:2]1[S:3][CH:4]=[C:5]2[C:10]=1[C:9](=[O:11])[N:8]([C:12]1[CH:17]=[CH:16][C:15]([O:18][CH3:19])=[CH:14][CH:13]=1)[N:7]=[C:6]2[C:20]([NH:54][CH2:53][CH2:52][F:51])=[O:22]. The catalyst class is: 16. (5) Reactant: [C:1]([O:5][C@@H:6]([C:12]1[C:13]([CH3:72])=[N:14][C:15]2[N:16]([N:50]=[C:51]([CH:53]=[CH:54][CH2:55][C:56]3[CH:61]=[CH:60][C:59]([F:62])=[CH:58][C:57]=3B3OC(C)(C)C(C)(C)O3)[CH:52]=2)[C:17]=1[N:18]1[CH2:23][CH2:22][C:21]([O:25][CH2:26][CH2:27][CH2:28][CH2:29][C@H:30]([O:32][Si:33]([C:46]([CH3:49])([CH3:48])[CH3:47])([C:40]2[CH:45]=[CH:44][CH:43]=[CH:42][CH:41]=2)[C:34]2[CH:39]=[CH:38][CH:37]=[CH:36][CH:35]=2)[CH3:31])([CH3:24])[CH2:20][CH2:19]1)[C:7]([O:9][CH2:10][CH3:11])=[O:8])([CH3:4])([CH3:3])[CH3:2].[OH:73]OS([O-])=O.[K+].S([O-])([O-])(=O)=S.[Na+].[Na+]. Product: [C:1]([O:5][C@@H:6]([C:12]1[C:13]([CH3:72])=[N:14][C:15]2[N:16]([N:50]=[C:51]([CH:53]=[CH:54][CH2:55][C:56]3[CH:61]=[CH:60][C:59]([F:62])=[CH:58][C:57]=3[OH:73])[CH:52]=2)[C:17]=1[N:18]1[CH2:23][CH2:22][C:21]([O:25][CH2:26][CH2:27][CH2:28][CH2:29][C@H:30]([O:32][Si:33]([C:46]([CH3:48])([CH3:49])[CH3:47])([C:34]2[CH:39]=[CH:38][CH:37]=[CH:36][CH:35]=2)[C:40]2[CH:45]=[CH:44][CH:43]=[CH:42][CH:41]=2)[CH3:31])([CH3:24])[CH2:20][CH2:19]1)[C:7]([O:9][CH2:10][CH3:11])=[O:8])([CH3:3])([CH3:2])[CH3:4]. The catalyst class is: 95. (6) Reactant: [CH3:1][O:2][CH2:3][CH2:4][OH:5].[H-].[Na+].Cl[C:9]1[N:10]=[C:11]([C:22]2[CH:27]=[CH:26][C:25]([Cl:28])=[CH:24][CH:23]=2)[C:12]([C:15]2[CH:20]=[CH:19][C:18]([Cl:21])=[CH:17][CH:16]=2)=[N:13][CH:14]=1. Product: [Cl:21][C:18]1[CH:19]=[CH:20][C:15]([C:12]2[C:11]([C:22]3[CH:27]=[CH:26][C:25]([Cl:28])=[CH:24][CH:23]=3)=[N:10][C:9]([O:5][CH2:4][CH2:3][O:2][CH3:1])=[CH:14][N:13]=2)=[CH:16][CH:17]=1. The catalyst class is: 1. (7) Reactant: [NH2:1][C:2]1[CH:10]=[C:9]2[C:5]([CH:6]=[C:7]([C:11]([O:13][CH3:14])=[O:12])[NH:8]2)=[CH:4][CH:3]=1.[CH3:15][S:16](Cl)(=[O:18])=[O:17]. Product: [CH3:15][S:16]([NH:1][C:2]1[CH:10]=[C:9]2[C:5]([CH:6]=[C:7]([C:11]([O:13][CH3:14])=[O:12])[NH:8]2)=[CH:4][CH:3]=1)(=[O:18])=[O:17]. The catalyst class is: 17. (8) Reactant: [NH2:1][C:2]1[C:3]([Cl:13])=[C:4]([CH:10]=[CH:11][CH:12]=1)[C:5]([O:7][CH2:8][CH3:9])=[O:6].N1C=CC=CC=1.[CH3:20][S:21](Cl)(=[O:23])=[O:22]. The catalyst class is: 2. Product: [Cl:13][C:3]1[C:2]([NH:1][S:21]([CH3:20])(=[O:23])=[O:22])=[CH:12][CH:11]=[CH:10][C:4]=1[C:5]([O:7][CH2:8][CH3:9])=[O:6]. (9) Reactant: [Br:1][C:2]1[CH:3]=[CH:4][C:5]([NH2:9])=[N:6][C:7]=1[CH3:8].[C:10]1([CH3:20])[CH:15]=[CH:14][C:13]([S:16](Cl)(=[O:18])=[O:17])=[CH:12][CH:11]=1.O. Product: [Br:1][C:2]1[CH:3]=[CH:4][C:5]([NH:9][S:16]([C:13]2[CH:14]=[CH:15][C:10]([CH3:20])=[CH:11][CH:12]=2)(=[O:18])=[O:17])=[N:6][C:7]=1[CH3:8]. The catalyst class is: 17. (10) Reactant: [Br:1][C:2]1[N:6]2[CH:7]=[CH:8][N:9]=[C:10](Cl)[C:5]2=[N:4][C:3]=1[CH3:12].Cl.[NH2:14][CH2:15][C:16]1[CH:21]=[CH:20][C:19]([S:22]([NH2:25])(=[O:24])=[O:23])=[CH:18][CH:17]=1.CCN(C(C)C)C(C)C. Product: [Br:1][C:2]1[N:6]2[CH:7]=[CH:8][N:9]=[C:10]([NH:14][CH2:15][C:16]3[CH:17]=[CH:18][C:19]([S:22]([NH2:25])(=[O:23])=[O:24])=[CH:20][CH:21]=3)[C:5]2=[N:4][C:3]=1[CH3:12]. The catalyst class is: 619.